Dataset: Full USPTO retrosynthesis dataset with 1.9M reactions from patents (1976-2016). Task: Predict the reactants needed to synthesize the given product. (1) Given the product [F:25][C:22]([F:23])([F:24])[C:20]1[CH:19]=[C:14]([CH:13]=[C:12]([CH2:11][C:7]2[CH:8]=[C:9]3[C:4](=[CH:5][CH:6]=2)[CH2:3][C@H:2]([NH:1][S:37]([C:36]([F:49])([F:48])[F:35])(=[O:39])=[O:38])[CH2:10]3)[CH:21]=1)[C:15]([O:17][CH3:18])=[O:16], predict the reactants needed to synthesize it. The reactants are: [NH2:1][C@@H:2]1[CH2:10][C:9]2[C:4](=[CH:5][CH:6]=[C:7]([CH2:11][C:12]3[CH:13]=[C:14]([CH:19]=[C:20]([C:22]([F:25])([F:24])[F:23])[CH:21]=3)[C:15]([O:17][CH3:18])=[O:16])[CH:8]=2)[CH2:3]1.CCN(C(C)C)C(C)C.[F:35][C:36]([F:49])([F:48])[S:37](O[S:37]([C:36]([F:49])([F:48])[F:35])(=[O:39])=[O:38])(=[O:39])=[O:38]. (2) Given the product [Br:1][C:2]1[CH:3]=[C:4]([CH:8]=[C:9]([I:11])[CH:10]=1)[C:5]([O:7][CH3:16])=[O:6], predict the reactants needed to synthesize it. The reactants are: [Br:1][C:2]1[CH:3]=[C:4]([CH:8]=[C:9]([I:11])[CH:10]=1)[C:5]([OH:7])=[O:6].S(Cl)(Cl)=O.[CH3:16]O. (3) The reactants are: [Cl:1][C:2]1[N:7]=[C:6](Cl)[CH:5]=[CH:4][N:3]=1.[O:9]1[CH2:14][CH2:13][CH:12]([CH:15]([N:19]2[CH:23]=[C:22](B3OC(C)(C)C(C)(C)O3)[CH:21]=[N:20]2)[CH2:16][C:17]#[N:18])[CH2:11][CH2:10]1.P([O-])([O-])([O-])=O.[K+].[K+].[K+].O1CCOCC1.O. Given the product [Cl:1][C:2]1[N:7]=[C:6]([C:22]2[CH:21]=[N:20][N:19]([CH:15]([CH:12]3[CH2:13][CH2:14][O:9][CH2:10][CH2:11]3)[CH2:16][C:17]#[N:18])[CH:23]=2)[CH:5]=[CH:4][N:3]=1, predict the reactants needed to synthesize it. (4) Given the product [CH2:19]([O:18][C:12](=[O:17])/[CH:13]=[C:14](/[NH:1][C:2]1[CH:7]=[CH:6][C:5]([CH2:8][CH2:9][OH:10])=[CH:4][C:3]=1[I:11])\[CH3:16])[C:20]1[CH:25]=[CH:24][CH:23]=[CH:22][CH:21]=1, predict the reactants needed to synthesize it. The reactants are: [NH2:1][C:2]1[CH:7]=[CH:6][C:5]([CH2:8][CH2:9][OH:10])=[CH:4][C:3]=1[I:11].[C:12]([O:18][CH2:19][C:20]1[CH:25]=[CH:24][CH:23]=[CH:22][CH:21]=1)(=[O:17])[CH2:13][C:14]([CH3:16])=O. (5) The reactants are: [OH-].[Na+].C1COCC1.[CH3:8][O:9][C:10]1[CH:15]=[C:14]([C:16]([O:18]C)=[O:17])[CH:13]=[C:12]([O:20][CH3:21])[C:11]=1[C:22]1[CH:27]=[CH:26][CH:25]=[CH:24][CH:23]=1.OS([O-])(=O)=O.[K+]. Given the product [CH3:21][O:20][C:12]1[CH:13]=[C:14]([C:16]([OH:18])=[O:17])[CH:15]=[C:10]([O:9][CH3:8])[C:11]=1[C:22]1[CH:27]=[CH:26][CH:25]=[CH:24][CH:23]=1, predict the reactants needed to synthesize it. (6) The reactants are: [NH:1]1[CH2:6][CH2:5][CH:4]([NH:7][C:8]([C:10]2[C:14]3[N:15]=[CH:16][N:17]=[C:18]([C:19]4[C:27]5[O:26][CH2:25][O:24][C:23]=5[CH:22]=[CH:21][C:20]=4[O:28][CH2:29][CH3:30])[C:13]=3[NH:12][CH:11]=2)=[O:9])[CH2:3][CH2:2]1.[CH3:31][O:32][CH2:33][C:34](Cl)=[O:35]. Given the product [CH3:31][O:32][CH2:33][C:34]([N:1]1[CH2:6][CH2:5][CH:4]([NH:7][C:8]([C:10]2[C:14]3[N:15]=[CH:16][N:17]=[C:18]([C:19]4[C:27]5[O:26][CH2:25][O:24][C:23]=5[CH:22]=[CH:21][C:20]=4[O:28][CH2:29][CH3:30])[C:13]=3[NH:12][CH:11]=2)=[O:9])[CH2:3][CH2:2]1)=[O:35], predict the reactants needed to synthesize it.